Dataset: Forward reaction prediction with 1.9M reactions from USPTO patents (1976-2016). Task: Predict the product of the given reaction. (1) The product is: [NH2:7][CH2:8][C@H:9]1[CH2:10][CH2:11][C@H:12]([NH:15][C:16]2[CH:21]=[C:20]([C:22]3[CH:27]=[CH:26][CH:25]=[C:24]([F:28])[N:23]=3)[C:19]([Cl:29])=[CH:18][N:17]=2)[CH2:13][CH2:14]1. Given the reactants C(OC(=O)[NH:7][CH2:8][C@H:9]1[CH2:14][CH2:13][C@H:12]([NH:15][C:16]2[CH:21]=[C:20]([C:22]3[CH:27]=[CH:26][CH:25]=[C:24]([F:28])[N:23]=3)[C:19]([Cl:29])=[CH:18][N:17]=2)[CH2:11][CH2:10]1)(C)(C)C.Cl.O1CCOCC1, predict the reaction product. (2) Given the reactants [Cl:1][C:2]1[C:3]([C:10]2[S:11][C:12]([C:15]3[N:16]=[C:17]4[C:22]([Cl:23])=[CH:21][C:20]([C:24]([F:27])([F:26])[F:25])=[CH:19][N:18]4[CH:28]=3)=[N:13][N:14]=2)=[CH:4][C:5]([F:9])=[C:6]([OH:8])[CH:7]=1.O[CH2:30][CH:31]1[CH2:35][O:34][C:33]([CH3:37])([CH3:36])[N:32]1[C:38]([O:40][C:41]([CH3:44])([CH3:43])[CH3:42])=[O:39].C1C=CC(P(C2C=CC=CC=2)C2C=CC=CC=2)=CC=1.CC(OC(/N=N/C(OC(C)C)=O)=O)C, predict the reaction product. The product is: [Cl:1][C:2]1[C:3]([C:10]2[S:11][C:12]([C:15]3[N:16]=[C:17]4[C:22]([Cl:23])=[CH:21][C:20]([C:24]([F:26])([F:25])[F:27])=[CH:19][N:18]4[CH:28]=3)=[N:13][N:14]=2)=[CH:4][C:5]([F:9])=[C:6]([CH:7]=1)[O:8][CH2:30][CH:31]1[CH2:35][O:34][C:33]([CH3:36])([CH3:37])[N:32]1[C:38]([O:40][C:41]([CH3:42])([CH3:44])[CH3:43])=[O:39]. (3) Given the reactants [NH2:1][C@@:2]1([C:22]#[N:23])[C@H:7]([O:8][CH2:9][C:10]2[CH:15]=[CH:14][C:13]([Cl:16])=[C:12]([Cl:17])[CH:11]=2)[CH2:6][C@@H:5]2[C@H:3]1[C@@:4]2([F:21])[C:18]([NH2:20])=[O:19].N[C@]1(C#N)[C@H](OCC2C=CC(Cl)=C(Cl)C=2)C[C@@H]2[C@H]1[C@@]2(F)C(N)=O.[C:47]1([CH3:57])[CH:52]=[CH:51][C:50]([S:53]([OH:56])(=[O:55])=[O:54])=[CH:49][CH:48]=1, predict the reaction product. The product is: [C:47]1([CH3:57])[CH:48]=[CH:49][C:50]([S:53]([OH:56])(=[O:54])=[O:55])=[CH:51][CH:52]=1.[NH2:1][C@@:2]1([C:22]#[N:23])[C@H:7]([O:8][CH2:9][C:10]2[CH:15]=[CH:14][C:13]([Cl:16])=[C:12]([Cl:17])[CH:11]=2)[CH2:6][C@@H:5]2[C@H:3]1[C@@:4]2([F:21])[C:18]([NH2:20])=[O:19]. (4) Given the reactants [NH2:1][C@@H:2]1[CH2:6][N:5]([C:7](=[O:28])[CH2:8][C:9]([C:22]2[CH:27]=[CH:26][CH:25]=[CH:24][CH:23]=2)([C:16]2[CH:21]=[CH:20][CH:19]=[CH:18][CH:17]=2)[C:10]2[CH:15]=[CH:14][CH:13]=[CH:12][CH:11]=2)[C@H:4]([C:29]([N:31]2[CH2:35][CH2:34][CH2:33][C@@H:32]2[C:36]([NH:38][CH2:39][C@H:40]2[CH2:45][CH2:44][CH2:43][N:42]([CH2:46][CH:47]3[CH2:52][CH2:51][CH2:50][CH2:49][CH2:48]3)[CH2:41]2)=[O:37])=[O:30])[CH2:3]1.[C:53](OC(=O)C)(=[O:55])[CH3:54], predict the reaction product. The product is: [C:53]([NH:1][C@@H:2]1[CH2:6][N:5]([C:7](=[O:28])[CH2:8][C:9]([C:22]2[CH:27]=[CH:26][CH:25]=[CH:24][CH:23]=2)([C:10]2[CH:15]=[CH:14][CH:13]=[CH:12][CH:11]=2)[C:16]2[CH:21]=[CH:20][CH:19]=[CH:18][CH:17]=2)[C@H:4]([C:29]([N:31]2[CH2:35][CH2:34][CH2:33][C@@H:32]2[C:36]([NH:38][CH2:39][C@H:40]2[CH2:45][CH2:44][CH2:43][N:42]([CH2:46][CH:47]3[CH2:48][CH2:49][CH2:50][CH2:51][CH2:52]3)[CH2:41]2)=[O:37])=[O:30])[CH2:3]1)(=[O:55])[CH3:54]. (5) Given the reactants CO[C:3]1[CH:4]=[C:5]([CH:18]=[CH:19][C:20]=1OC)[CH2:6][N:7]=[CH:8][C:9]1[S:17][C:12]2[N:13]=[CH:14][N:15]=[CH:16][C:11]=2[CH:10]=1.C(N)C1C=CC=CC=1, predict the reaction product. The product is: [CH2:6]([N:7]=[CH:8][C:9]1[S:17][C:12]2[N:13]=[CH:14][N:15]=[CH:16][C:11]=2[CH:10]=1)[C:5]1[CH:4]=[CH:3][CH:20]=[CH:19][CH:18]=1. (6) Given the reactants [Br:1][C:2]1[CH:17]=[CH:16][C:5]2[NH:6][CH2:7][C:8]3[CH:15]=[CH:14][CH:13]=[CH:12][C:9]=3[CH:10]([CH3:11])[C:4]=2[CH:3]=1, predict the reaction product. The product is: [Br:1][C:2]1[CH:17]=[CH:16][C:5]2[N:6]=[CH:7][C:8]3[CH:15]=[CH:14][CH:13]=[CH:12][C:9]=3[CH:10]([CH3:11])[C:4]=2[CH:3]=1. (7) Given the reactants [F:1][C:2]1[CH:7]=[C:6]([S:8][CH3:9])[CH:5]=[CH:4][C:3]=1[C:10]1[N:11]=[CH:12][C:13]([OH:16])=[N:14][CH:15]=1.CS(O[C@@H:22]([CH:24]1[CH2:29][CH2:28][N:27]([C:30]2[O:34][N:33]=[C:32]([CH:35]([CH3:37])[CH3:36])[N:31]=2)[CH2:26][CH2:25]1)[CH3:23])(=O)=O.C([O-])([O-])=O.[K+].[K+].O, predict the reaction product. The product is: [F:1][C:2]1[CH:7]=[C:6]([S:8][CH3:9])[CH:5]=[CH:4][C:3]=1[C:10]1[CH:15]=[N:14][C:13]([O:16][CH:22]([CH:24]2[CH2:25][CH2:26][N:27]([C:30]3[O:34][N:33]=[C:32]([CH:35]([CH3:36])[CH3:37])[N:31]=3)[CH2:28][CH2:29]2)[CH3:23])=[CH:12][N:11]=1. (8) Given the reactants [CH3:1][C:2]1[CH:3]=[CH:4][C:5]([NH2:8])=[CH:6][CH:7]=1.[N+:9]([C:12]1[CH:13]=[C:14]([CH:17]=[CH:18][CH:19]=1)[CH:15]=O)([O-:11])=[O:10], predict the reaction product. The product is: [N+:9]([C:12]1[CH:13]=[C:14](/[CH:15]=[N:8]/[C:5]2[CH:6]=[CH:7][C:2]([CH3:1])=[CH:3][CH:4]=2)[CH:17]=[CH:18][CH:19]=1)([O-:11])=[O:10].